Dataset: TCR-epitope binding with 47,182 pairs between 192 epitopes and 23,139 TCRs. Task: Binary Classification. Given a T-cell receptor sequence (or CDR3 region) and an epitope sequence, predict whether binding occurs between them. The TCR CDR3 sequence is CASSQGTGFDSSTDTQYF. Result: 1 (the TCR binds to the epitope). The epitope is KAYNVTQAF.